From a dataset of Cav3 T-type calcium channel HTS with 100,875 compounds. Binary Classification. Given a drug SMILES string, predict its activity (active/inactive) in a high-throughput screening assay against a specified biological target. The result is 0 (inactive). The molecule is S(=O)(=O)(N1CCN(CC1)c1c(OC)cccc1)c1[nH]cnc1.